From a dataset of Catalyst prediction with 721,799 reactions and 888 catalyst types from USPTO. Predict which catalyst facilitates the given reaction. Reactant: [F:1][C:2]1[CH:3]=[C:4]([C:32]#[N:33])[CH:5]=[C:6]2[C:10]=1[N:9]([C:11]([C:24]1[CH:29]=[CH:28][CH:27]=[CH:26][CH:25]=1)([C:18]1[CH:23]=[CH:22][CH:21]=[CH:20][CH:19]=1)[C:12]1[CH:17]=[CH:16][CH:15]=[CH:14][CH:13]=1)[N:8]=[C:7]2[CH:30]=[CH2:31].C(N(CC)CC)C.C(P(C(C)(C)C)C1C=CC=CC=1C1C=CC=CC=1)(C)(C)C.Br[C:63]1[CH:64]=[N:65][CH:66]=[CH:67][CH:68]=1. Product: [F:1][C:2]1[CH:3]=[C:4]([C:32]#[N:33])[CH:5]=[C:6]2[C:10]=1[N:9]([C:11]([C:12]1[CH:13]=[CH:14][CH:15]=[CH:16][CH:17]=1)([C:24]1[CH:25]=[CH:26][CH:27]=[CH:28][CH:29]=1)[C:18]1[CH:23]=[CH:22][CH:21]=[CH:20][CH:19]=1)[N:8]=[C:7]2/[CH:30]=[CH:31]/[C:63]1[CH:64]=[N:65][CH:66]=[CH:67][CH:68]=1. The catalyst class is: 524.